This data is from Full USPTO retrosynthesis dataset with 1.9M reactions from patents (1976-2016). The task is: Predict the reactants needed to synthesize the given product. Given the product [Cl:15][C:12]1[CH:11]=[CH:10][C:9]([C:8]([C:5]2[CH:6]=[CH:7][C:2]3[NH:1][C:20](=[O:21])[CH2:19][S:18][CH:17]([C:23]4[CH:28]=[CH:27][CH:26]=[C:25]([Cl:29])[CH:24]=4)[C:3]=3[CH:4]=2)=[O:16])=[CH:14][CH:13]=1, predict the reactants needed to synthesize it. The reactants are: [NH2:1][C:2]1[CH:7]=[CH:6][C:5]([C:8](=[O:16])[C:9]2[CH:14]=[CH:13][C:12]([Cl:15])=[CH:11][CH:10]=2)=[CH:4][C:3]=1[CH:17]([C:23]1[CH:28]=[CH:27][CH:26]=[C:25]([Cl:29])[CH:24]=1)[S:18][CH2:19][C:20](O)=[O:21].[O-]S([O-])(=O)=O.[Mg+2].